From a dataset of Full USPTO retrosynthesis dataset with 1.9M reactions from patents (1976-2016). Predict the reactants needed to synthesize the given product. (1) Given the product [C:1]([O:5][C:6](=[O:7])[C@@H:8]([CH2:9][C:10]1([C:15](=[O:17])[NH:46][C@H:51]([C:50]([O:49][CH2:48][CH3:47])=[O:34])[CH2:27][N:28]2[CH:32]=[C:31]([C:39]3[CH:44]=[CH:43][CH:42]=[CH:41][CH:40]=3)[N:30]=[CH:29]2)[CH2:11][CH2:12][CH2:13][CH2:14]1)[CH2:18][CH2:19][O:20][CH3:21])([CH3:2])([CH3:3])[CH3:4], predict the reactants needed to synthesize it. The reactants are: [C:1]([O:5][C:6]([C@H:8]([CH2:18][CH2:19][O:20][CH3:21])[CH2:9][C:10]1([C:15]([OH:17])=O)[CH2:14][CH2:13][CH2:12][CH2:11]1)=[O:7])([CH3:4])([CH3:3])[CH3:2].Cl.CN(C)CC[CH2:27][N:28]=[C:29]=[N:30][CH2:31][CH3:32].[OH2:34].ON1[C:40]2[CH:41]=[CH:42][CH:43]=[CH:44][C:39]=2N=N1.C[N:46]1[CH2:51][CH2:50][O:49][CH2:48][CH2:47]1. (2) Given the product [CH3:1][N:2]1[CH2:6][CH2:5][CH:4]([O:7][C:8]2[N:13]=[CH:12][C:11]([C:14]([OH:16])=[O:15])=[CH:10][CH:9]=2)[CH2:3]1, predict the reactants needed to synthesize it. The reactants are: [CH3:1][N:2]1[CH2:6][CH2:5][CH:4]([O:7][C:8]2[N:13]=[CH:12][C:11]([C:14]([O:16]CC)=[O:15])=[CH:10][CH:9]=2)[CH2:3]1.[OH-].[Na+]. (3) Given the product [CH3:25][O:24][C:7]1[CH:6]=[CH:5][C:4]2[N:3]=[C:2]([NH:36][C:35]3[CH:34]=[CH:33][C:32]([N:29]4[CH2:30][CH2:31][S:26][CH2:27][CH2:28]4)=[CH:38][CH:37]=3)[C:11]3[NH:12][N:13]=[CH:14][C:10]=3[C:9]=2[CH:8]=1, predict the reactants needed to synthesize it. The reactants are: Cl[C:2]1[C:11]2=[N:12][N:13](CC3C=CC(OC)=CC=3)[CH:14]=[C:10]2[C:9]2[CH:8]=[C:7]([O:24][CH3:25])[CH:6]=[CH:5][C:4]=2[N:3]=1.[S:26]1[CH2:31][CH2:30][N:29]([C:32]2[CH:38]=[CH:37][C:35]([NH2:36])=[CH:34][CH:33]=2)[CH2:28][CH2:27]1.Cl.